This data is from Forward reaction prediction with 1.9M reactions from USPTO patents (1976-2016). The task is: Predict the product of the given reaction. (1) Given the reactants [O:1]=[C:2]1[NH:8][CH2:7][CH2:6][CH2:5][N:4]2[C:9]3[N:15]=[C:14]([C:16]([O:18]CC)=[O:17])[CH:13]=[CH:12][C:10]=3[CH:11]=[C:3]12.[OH-].[Na+], predict the reaction product. The product is: [O:1]=[C:2]1[NH:8][CH2:7][CH2:6][CH2:5][N:4]2[C:9]3[N:15]=[C:14]([C:16]([OH:18])=[O:17])[CH:13]=[CH:12][C:10]=3[CH:11]=[C:3]12. (2) Given the reactants [Cl:1][C:2]1[CH:7]=[CH:6][C:5]([NH:8][C:9]2[N:13]([CH3:14])[C:12]3[CH:15]=[CH:16][CH:17]=[CH:18][C:11]=3[N:10]=2)=[CH:4][CH:3]=1.[C:19]1([S:25](Cl)(=[O:27])=[O:26])[CH:24]=[CH:23][CH:22]=[CH:21][CH:20]=1, predict the reaction product. The product is: [Cl:1][C:2]1[CH:3]=[CH:4][C:5]([N:8]([C:9]2[N:13]([CH3:14])[C:12]3[CH:15]=[CH:16][CH:17]=[CH:18][C:11]=3[N:10]=2)[S:25]([C:19]2[CH:24]=[CH:23][CH:22]=[CH:21][CH:20]=2)(=[O:27])=[O:26])=[CH:6][CH:7]=1. (3) Given the reactants [CH3:1][S:2](Cl)(=[O:4])=[O:3].[OH:6][CH2:7][CH2:8][C:9]1[CH:10]=[C:11]([N:15]2[CH2:19][CH2:18][CH2:17][C:16]2=[O:20])[CH:12]=[CH:13][CH:14]=1.C(N(CC)CC)C, predict the reaction product. The product is: [CH3:1][S:2]([O:6][CH2:7][CH2:8][C:9]1[CH:14]=[CH:13][CH:12]=[C:11]([N:15]2[CH2:19][CH2:18][CH2:17][C:16]2=[O:20])[CH:10]=1)(=[O:4])=[O:3]. (4) Given the reactants C1([CH2:11][CH2:12][CH2:13][C:14]2[C:23]3[C:18](=[CH:19][CH:20]=[CH:21][CH:22]=3)[CH:17]=[CH:16][N:15]=2)C2C(=CC=CC=2)C=CN=1.C([N:32]1[CH:41]=[CH:40][C:39]2[C:34](=[CH:35][CH:36]=[CH:37][CH:38]=2)[CH:33]1[C:42]#N)(=O)C1C=CC=CC=1.Br[CH2:45][C:46]1C=CC(CBr)=C[CH:47]=1.[CH3:54]CO, predict the reaction product. The product is: [C:14]1([C:13]2([CH3:54])[CH:12]=[CH:11][C:42]([C:33]3[C:34]4[C:39](=[CH:38][CH:37]=[CH:36][CH:35]=4)[CH:40]=[CH:41][N:32]=3)=[CH:45][CH:46]2[CH3:47])[C:23]2[C:18](=[CH:19][CH:20]=[CH:21][CH:22]=2)[CH:17]=[CH:16][N:15]=1. (5) Given the reactants [CH:1]([O:4][C:5]([C:7]1[CH:8]([C:35]2[CH:40]=[CH:39][CH:38]=[C:37]([N+:41]([O-:43])=[O:42])[CH:36]=2)[C:9]([C:15]([O:17][CH:18]2[CH2:21][N:20]([CH:22]([C:29]3[CH:34]=[CH:33][CH:32]=[CH:31][CH:30]=3)[C:23]3[CH:28]=[CH:27][CH:26]=[CH:25][CH:24]=3)[CH2:19]2)=[O:16])=[C:10]([NH2:14])[NH:11][C:12]=1[CH3:13])=[O:6])([CH3:3])[CH3:2].[CH3:44][S:45]([OH:48])(=[O:47])=[O:46], predict the reaction product. The product is: [CH3:44][S:45]([OH:48])(=[O:47])=[O:46].[CH3:44][S:45]([OH:48])(=[O:47])=[O:46].[CH3:44][S:45]([OH:48])(=[O:47])=[O:46].[CH:1]([O:4][C:5]([C:7]1[CH:8]([C:35]2[CH:40]=[CH:39][CH:38]=[C:37]([N+:41]([O-:43])=[O:42])[CH:36]=2)[C:9]([C:15]([O:17][CH:18]2[CH2:19][N:20]([CH:22]([C:29]3[CH:34]=[CH:33][CH:32]=[CH:31][CH:30]=3)[C:23]3[CH:28]=[CH:27][CH:26]=[CH:25][CH:24]=3)[CH2:21]2)=[O:16])=[C:10]([NH2:14])[NH:11][C:12]=1[CH3:13])=[O:6])([CH3:3])[CH3:2]. (6) Given the reactants FC(F)(F)S(O[C:7]1[CH:12]=[CH:11][CH:10]=[C:9]([C:13]2([C:30]3[CH:35]=[C:34]([CH3:36])[N:33]=[C:32]([CH3:37])[CH:31]=3)[C:21]3[C:16](=[N:17][CH:18]=[CH:19][CH:20]=3)[C:15]([NH:22]C(OC(C)(C)C)=O)=[N:14]2)[CH:8]=1)(=O)=O.[C:40]([C:42]1[CH:43]=[C:44](B(O)O)[CH:45]=[N:46][CH:47]=1)#[N:41], predict the reaction product. The product is: [NH2:22][C:15]1[C:16]2=[N:17][CH:18]=[CH:19][CH:20]=[C:21]2[C:13]([C:9]2[CH:8]=[C:7]([C:44]3[CH:45]=[N:46][CH:47]=[C:42]([CH:43]=3)[C:40]#[N:41])[CH:12]=[CH:11][CH:10]=2)([C:30]2[CH:31]=[C:32]([CH3:37])[N:33]=[C:34]([CH3:36])[CH:35]=2)[N:14]=1.